This data is from Full USPTO retrosynthesis dataset with 1.9M reactions from patents (1976-2016). The task is: Predict the reactants needed to synthesize the given product. The reactants are: [NH2:1][C:2]1[CH:3]=[CH:4][CH:5]=[C:6]2[C:11]=1[N:10]=[CH:9][CH:8]=[CH:7]2.[CH3:12][C:13]1[CH:14]=[CH:15][C:16]([N+:23]([O-:25])=[O:24])=[C:17]([S:19](Cl)(=[O:21])=[O:20])[CH:18]=1.N1C=CC=CC=1. Given the product [CH3:12][C:13]1[CH:14]=[CH:15][C:16]([N+:23]([O-:25])=[O:24])=[C:17]([S:19]([NH:1][C:2]2[CH:3]=[CH:4][CH:5]=[C:6]3[C:11]=2[N:10]=[CH:9][CH:8]=[CH:7]3)(=[O:20])=[O:21])[CH:18]=1, predict the reactants needed to synthesize it.